This data is from Reaction yield outcomes from USPTO patents with 853,638 reactions. The task is: Predict the reaction yield, written as a fraction of the theoretical maximum amount of product (1.0 means a 100% yield; for example, 0.34 means a 34% yield). (1) The reactants are Cl[CH:2]([O:4][C:5](=[O:32])[N:6]([C:29](=[O:31])[CH3:30])[CH2:7][C@@H:8]1[O:12][C:11](=[O:13])[N:10]([C:14]2[CH:19]=[CH:18][C:17]([CH:20]3[CH2:25][CH2:24][S:23](=[O:27])(=[O:26])[CH2:22][CH2:21]3)=[C:16]([F:28])[CH:15]=2)[CH2:9]1)[CH3:3].[Cs].[C:34]([NH:41][C@H:42]([C:47]([OH:49])=[O:48])[C@H:43]([CH2:45][CH3:46])[CH3:44])([O:36][C:37]([CH3:40])([CH3:39])[CH3:38])=[O:35].[I-].[Na+]. The catalyst is O.C(#N)C. The product is [C:29]([N:6]([CH2:7][C@@H:8]1[O:12][C:11](=[O:13])[N:10]([C:14]2[CH:19]=[CH:18][C:17]([CH:20]3[CH2:25][CH2:24][S:23](=[O:27])(=[O:26])[CH2:22][CH2:21]3)=[C:16]([F:28])[CH:15]=2)[CH2:9]1)[C:5]([O:4][CH:2]([O:49][C:47](=[O:48])[C@@H:42]([NH:41][C:34]([O:36][C:37]([CH3:38])([CH3:40])[CH3:39])=[O:35])[C@@H:43]([CH3:44])[CH2:45][CH3:46])[CH3:3])=[O:32])(=[O:31])[CH3:30]. The yield is 0.790. (2) The reactants are [CH3:1][O:2][C:3]([NH:5][CH:6]([NH:10][C:11]([O:13][CH3:14])=[O:12])[C:7]([OH:9])=O)=[O:4].ON1C2C=CC=CC=2N=N1.CN(C)CCCN=C=NCC.[NH2:36][C@@H:37]([CH2:68][C:69]1[CH:74]=[CH:73][CH:72]=[CH:71][CH:70]=1)[C@@H:38]([OH:67])[CH2:39][C@@H:40]([NH:54][C:55]([C@@H:57]([NH:62][C:63](=[O:66])[O:64][CH3:65])[C:58]([CH3:61])([CH3:60])[CH3:59])=[O:56])[CH2:41][C:42]1[CH:47]=[CH:46][C:45]([C:48]2[CH:53]=[CH:52][CH:51]=[CH:50][N:49]=2)=[CH:44][CH:43]=1.C(N(CC)CC)C. The catalyst is CN(C)C=O. The product is [CH2:68]([C@H:37]([NH:36][C:7](=[O:9])[CH:6]([NH:5][C:3](=[O:4])[O:2][CH3:1])[NH:10][C:11]([O:13][CH3:14])=[O:12])[C@@H:38]([OH:67])[CH2:39][C@@H:40]([NH:54][C:55](=[O:56])[C@H:57]([C:58]([CH3:60])([CH3:61])[CH3:59])[NH:62][C:63]([O:64][CH3:65])=[O:66])[CH2:41][C:42]1[CH:47]=[CH:46][C:45]([C:48]2[CH:53]=[CH:52][CH:51]=[CH:50][N:49]=2)=[CH:44][CH:43]=1)[C:69]1[CH:70]=[CH:71][CH:72]=[CH:73][CH:74]=1. The yield is 0.830. (3) The reactants are [C:1]1([Si:7](C2C=CC=CC=2)([C:20]2[CH:25]=CC=CC=2)[CH2:8][Si:9](C2C=CC=CC=2)(C=C)C=C)C=CC=C[CH:2]=1.C1C=CC=CC=1.[Cl-:38].[Al+3].[Cl-:40].[Cl-:41].[ClH:42]. The catalyst is CC(C)=O. The product is [Cl:38][Si:9]([Cl:42])([Cl:41])[CH2:8][Si:7]([Cl:40])([CH:20]=[CH2:25])[CH:1]=[CH2:2]. The yield is 0.750. (4) The reactants are [CH:1]1([CH2:4][O:5][CH:6]2[CH2:11][CH2:10][NH:9][CH2:8][CH2:7]2)[CH2:3][CH2:2]1.Cl[CH2:13][CH2:14][CH2:15][N:16]1[C:21]2[CH:22]=[C:23]([F:27])[CH:24]=[C:25]([F:26])[C:20]=2[O:19][CH2:18][C:17]1=[O:28].C([O-])([O-])=O.[K+].[K+]. No catalyst specified. The product is [CH:1]1([CH2:4][O:5][CH:6]2[CH2:11][CH2:10][N:9]([CH2:13][CH2:14][CH2:15][N:16]3[C:21]4[CH:22]=[C:23]([F:27])[CH:24]=[C:25]([F:26])[C:20]=4[O:19][CH2:18][C:17]3=[O:28])[CH2:8][CH2:7]2)[CH2:2][CH2:3]1. The yield is 0.500. (5) The reactants are [C:1]([C:4]1[CH:8]=[CH:7][S:6]C=1)(=O)[CH3:2].[S:9]1[CH:13]=[CH:12][C:11]([C:14]([CH2:16][C:17]#[N:18])=[O:15])=[CH:10]1.[C:19]1(=O)CCCCC1.N1CCOCC1.[S]. No catalyst specified. The product is [NH2:18][C:17]1[S:6][C:7]2[CH2:8][CH2:4][CH2:1][CH2:2][C:19]=2[C:16]=1[C:14]([C:11]1[CH:12]=[CH:13][S:9][CH:10]=1)=[O:15]. The yield is 0.670. (6) The reactants are [F:1][C:2]1[CH:7]=[CH:6][C:5]([C:8]2[C:17]([N:18]3[C:27]4[C:22](=[CH:23][C:24]([O:28][CH3:29])=[CH:25][CH:26]=4)[CH2:21][CH2:20][CH2:19]3)=[N:16][C:15]3[C:10](=[CH:11][CH:12]=[C:13]([C:30]([O:32]C)=[O:31])[CH:14]=3)[N:9]=2)=[CH:4][CH:3]=1.[OH-].[Na+]. The catalyst is O.CO. The product is [F:1][C:2]1[CH:7]=[CH:6][C:5]([C:8]2[C:17]([N:18]3[C:27]4[C:22](=[CH:23][C:24]([O:28][CH3:29])=[CH:25][CH:26]=4)[CH2:21][CH2:20][CH2:19]3)=[N:16][C:15]3[C:10](=[CH:11][CH:12]=[C:13]([C:30]([OH:32])=[O:31])[CH:14]=3)[N:9]=2)=[CH:4][CH:3]=1. The yield is 0.646.